Dataset: Forward reaction prediction with 1.9M reactions from USPTO patents (1976-2016). Task: Predict the product of the given reaction. (1) Given the reactants [C:1]([C:3]1[CH:8]=[CH:7][C:6]([NH:9][C:10]([CH:12]2[NH:16][CH:15]([CH2:17][C:18]([CH3:21])([CH3:20])[CH3:19])[C:14]3([C:29]4[C:24](=[CH:25][C:26]([Cl:31])=[CH:27][C:28]=4[F:30])[NH:23][C:22]3=[O:32])[CH:13]2[C:33]2[CH:38]=[CH:37][CH:36]=[C:35]([Cl:39])[C:34]=2[F:40])=[O:11])=[C:5]([F:41])[CH:4]=1)#[N:2].[OH:42]O.[OH-].[Na+], predict the reaction product. The product is: [C:1]([C:3]1[CH:8]=[CH:7][C:6]([NH:9][C:10]([CH:12]2[NH:16][CH:15]([CH2:17][C:18]([CH3:21])([CH3:20])[CH3:19])[C:14]3([C:29]4[C:24](=[CH:25][C:26]([Cl:31])=[CH:27][C:28]=4[F:30])[NH:23][C:22]3=[O:32])[CH:13]2[C:33]2[CH:38]=[CH:37][CH:36]=[C:35]([Cl:39])[C:34]=2[F:40])=[O:11])=[C:5]([F:41])[CH:4]=1)(=[O:42])[NH2:2]. (2) Given the reactants [F:1][C:2]([F:26])([F:25])[C:3]1[CH:4]=[CH:5][C:6]2[O:12][CH2:11][CH:10]3[CH2:13][N:14](C(OC(C)(C)C)=O)[CH2:15][CH2:16][N:9]3[CH2:8][C:7]=2[CH:24]=1.C(OCC)(=O)C.[ClH:33], predict the reaction product. The product is: [ClH:33].[ClH:33].[F:26][C:2]([F:1])([F:25])[C:3]1[CH:4]=[CH:5][C:6]2[O:12][CH2:11][CH:10]3[CH2:13][NH:14][CH2:15][CH2:16][N:9]3[CH2:8][C:7]=2[CH:24]=1.